Dataset: Catalyst prediction with 721,799 reactions and 888 catalyst types from USPTO. Task: Predict which catalyst facilitates the given reaction. (1) Reactant: C(OC([N:8]([CH:27]1[CH2:29][CH2:28]1)[CH:9]([C:11]1[CH:12]=[C:13]([CH2:19][CH2:20][CH2:21][NH:22][C:23](=[O:26])[O:24][CH3:25])[C:14]([CH2:17][CH3:18])=[N:15][CH:16]=1)[CH3:10])=O)(C)(C)C.FC(F)(F)C(O)=O.C(=O)([O-])O.[Na+]. Product: [CH:27]1([NH:8][CH:9]([C:11]2[CH:12]=[C:13]([CH2:19][CH2:20][CH2:21][NH:22][C:23](=[O:26])[O:24][CH3:25])[C:14]([CH2:17][CH3:18])=[N:15][CH:16]=2)[CH3:10])[CH2:29][CH2:28]1. The catalyst class is: 4. (2) Reactant: [NH2:1][C:2]1[CH:11]=[C:10]2[C:5]([CH2:6][CH2:7][CH:8]([N:12]3[CH2:17][CH2:16][N:15]([C:18]([O:20][C:21]([CH3:24])([CH3:23])[CH3:22])=[O:19])[CH2:14][CH2:13]3)[CH2:9]2)=[CH:4][C:3]=1[N+:25]([O-:27])=[O:26].[OH-].[K+].Cl[O-].[Na+]. Product: [O-:26][N+:25]1[O:27][N:1]=[C:2]2[CH:11]=[C:10]3[C:5]([CH2:6][CH2:7][CH:8]([N:12]4[CH2:17][CH2:16][N:15]([C:18]([O:20][C:21]([CH3:22])([CH3:23])[CH3:24])=[O:19])[CH2:14][CH2:13]4)[CH2:9]3)=[CH:4][C:3]=12. The catalyst class is: 8.